Dataset: Full USPTO retrosynthesis dataset with 1.9M reactions from patents (1976-2016). Task: Predict the reactants needed to synthesize the given product. (1) The reactants are: [C:1](Cl)(=[O:5])[CH2:2][CH2:3][CH3:4].Cl.[NH2:8][CH2:9][C:10]1[CH:15]=[CH:14][C:13]([C:16]([N:18]2[CH2:27][C:26]3[CH:25]=[N:24][N:23]([CH3:28])[C:22]=3[NH:21][C:20]3[CH:29]=[C:30]([Cl:33])[CH:31]=[CH:32][C:19]2=3)=[O:17])=[CH:12][C:11]=1[Cl:34].CC1C=C2N=C3C(=NC(NC3=O)=O)N(C[C@H](O)[C@H](O)[C@H](O)COP([O-])(O)=O)C2=CC=1C.[Na+]. Given the product [Cl:34][C:11]1[CH:12]=[C:13]([C:16]([N:18]2[CH2:27][C:26]3[CH:25]=[N:24][N:23]([CH3:28])[C:22]=3[NH:21][C:20]3[CH:29]=[C:30]([Cl:33])[CH:31]=[CH:32][C:19]2=3)=[O:17])[CH:14]=[CH:15][C:10]=1[CH2:9][NH:8][C:1](=[O:5])[CH2:2][CH2:3][CH3:4], predict the reactants needed to synthesize it. (2) Given the product [Cl:13][C:14]1[C:19]([C:23]([O:24][CH2:25][CH3:26])=[O:27])=[C:18]([Cl:20])[N:17]=[C:16]([S:21][CH3:22])[N:15]=1, predict the reactants needed to synthesize it. The reactants are: C(NC(C)C)(C)C.C([Li])CCC.[Cl:13][C:14]1[CH:19]=[C:18]([Cl:20])[N:17]=[C:16]([S:21][CH3:22])[N:15]=1.[C:23](Cl)(=[O:27])[O:24][CH2:25][CH3:26]. (3) The reactants are: [Cl:1][C:2]1[CH:3]=[C:4]([CH:9]2[CH:13]([C:14]3[CH:19]=[CH:18][N:17]=[CH:16][CH:15]=3)[NH:12][NH:11][C:10]2=[O:20])[CH:5]=[CH:6][C:7]=1[Cl:8].[N:21]1[CH:26]=[CH:25][CH:24]=[C:23]([CH:27]=O)[CH:22]=1. Given the product [Cl:1][C:2]1[CH:3]=[C:4]([CH:9]2[CH:13]([C:14]3[CH:19]=[CH:18][N:17]=[CH:16][CH:15]=3)[N:12]([CH2:27][C:23]3[CH:22]=[N:21][CH:26]=[CH:25][CH:24]=3)[NH:11][C:10]2=[O:20])[CH:5]=[CH:6][C:7]=1[Cl:8], predict the reactants needed to synthesize it. (4) Given the product [CH2:27]([CH:6]1[CH2:7][N:8]([CH:11]([C:12](=[O:13])[NH:14][CH3:15])[CH2:16][C:17]2[CH:26]=[CH:25][C:24]3[C:19](=[CH:20][CH:21]=[CH:22][CH:23]=3)[CH:18]=2)[CH2:9][CH2:10][N:5]1[C:3](=[O:4])[CH:2]([NH:1][C:48]([CH:47]1[CH2:46][CH2:45][NH:44]1)=[O:49])[CH2:29][C:30]1[CH:35]=[CH:34][C:33]([F:36])=[CH:32][CH:31]=1)[CH3:28], predict the reactants needed to synthesize it. The reactants are: [NH2:1][CH:2]([CH2:29][C:30]1[CH:35]=[CH:34][C:33]([F:36])=[CH:32][CH:31]=1)[C:3]([N:5]1[CH2:10][CH2:9][N:8]([CH:11]([CH2:16][C:17]2[CH:26]=[CH:25][C:24]3[C:19](=[CH:20][CH:21]=[CH:22][CH:23]=3)[CH:18]=2)[C:12]([NH:14][CH3:15])=[O:13])[CH2:7][CH:6]1[CH2:27][CH3:28])=[O:4].CC(OC([N:44]1[C@H:47]([C:48](O)=[O:49])[CH2:46][CH2:45]1)=O)(C)C.CN(C)CCCN=C=NCC.ON1C2C=CC=CC=2N=N1.CN1CCOCC1.